From a dataset of Forward reaction prediction with 1.9M reactions from USPTO patents (1976-2016). Predict the product of the given reaction. Given the reactants [NH2:1][CH:2]1[CH2:7][CH2:6][CH:5]([NH:8][C:9]([N:11]2[CH2:15][CH2:14][C@@H:13]([NH2:16])C2)=[O:10])[CH2:4][CH2:3]1.[C:17](OC(N1CC[C@@H](N)C1)=O)(C)(C)C, predict the reaction product. The product is: [NH2:1][CH:2]1[CH2:3][CH2:4][CH:5]([NH:8][C:9]([NH:11][C@@H:15]2[CH2:14][CH2:13][NH:16][CH2:17]2)=[O:10])[CH2:6][CH2:7]1.